This data is from Full USPTO retrosynthesis dataset with 1.9M reactions from patents (1976-2016). The task is: Predict the reactants needed to synthesize the given product. (1) Given the product [Cl:17][C:16]1[CH:15]=[CH:14][C:13]([NH:18][C:19]([C:21]2[O:22][C:23]([CH3:26])=[CH:24][CH:25]=2)=[O:20])=[CH:12][C:11]=1[C:9]1[N:10]=[C:5]2[N:4]=[CH:3][C:2]([C:28]3[CH:33]=[CH:32][CH:31]=[CH:30][CH:29]=3)=[CH:7][N:6]2[CH:8]=1, predict the reactants needed to synthesize it. The reactants are: Br[C:2]1[CH:3]=[N:4][C:5]2[N:6]([CH:8]=[C:9]([C:11]3[CH:12]=[C:13]([NH:18][C:19]([C:21]4[O:22][C:23]([CH3:26])=[CH:24][CH:25]=4)=[O:20])[CH:14]=[CH:15][C:16]=3[Cl:17])[N:10]=2)[CH:7]=1.[Br-].[C:28]1(B(O)O)[CH:33]=[CH:32][CH:31]=[CH:30][CH:29]=1. (2) Given the product [CH2:1]([N:3]1[CH2:16][C@@H:15]2[C@H:10]([CH2:11][CH2:12][C@:13]3([CH3:26])[C:19]([C:20]4[CH:21]=[N:22][CH:23]=[C:24]([Cl:29])[CH:25]=4)=[CH:18][CH2:17][C@H:14]32)[C@:9]2([CH3:27])[C:4]1=[CH:5][C:6](=[O:28])[CH2:7][CH2:8]2)[CH3:2], predict the reactants needed to synthesize it. The reactants are: [CH2:1]([N:3]1[CH2:16][C@@H:15]2[C@H:10]([CH2:11][CH2:12][C@:13]3([CH3:26])[C:19]([C:20]4[CH:21]=[N:22][CH:23]=[CH:24][CH:25]=4)=[CH:18][CH2:17][C@H:14]32)[C@:9]2([CH3:27])[C:4]1=[CH:5][C:6](=[O:28])[CH2:7][CH2:8]2)[CH3:2].[Cl:29]C1C=C(B(OCC)OCC)C=NC=1. (3) Given the product [NH2:1][C:2]1[C:11]2[N:12]=[C:13]([CH2:25][CH2:26][O:27][CH3:28])[N:14]([CH2:15][CH2:16][CH2:17][CH2:18][N:19]([CH2:29][C:31]3[CH:32]=[C:33]([CH:42]=[CH:43][CH:44]=3)[O:34][CH2:35][C:36]([O:38][CH:39]([CH3:41])[CH3:40])=[O:37])[CH2:20][CH2:21][N:22]([CH3:24])[CH3:23])[C:10]=2[C:9]2[CH:8]=[CH:7][CH:6]=[CH:5][C:4]=2[N:3]=1, predict the reactants needed to synthesize it. The reactants are: [NH2:1][C:2]1[C:11]2[N:12]=[C:13]([CH2:25][CH2:26][O:27][CH3:28])[N:14]([CH2:15][CH2:16][CH2:17][CH2:18][NH:19][CH2:20][CH2:21][N:22]([CH3:24])[CH3:23])[C:10]=2[C:9]2[CH:8]=[CH:7][CH:6]=[CH:5][C:4]=2[N:3]=1.[CH:29]([C:31]1[CH:32]=[C:33]([CH:42]=[CH:43][CH:44]=1)[O:34][CH2:35][C:36]([O:38][CH:39]([CH3:41])[CH3:40])=[O:37])=O.C(O)(=O)C.[BH-](OC(C)=O)(OC(C)=O)OC(C)=O.[Na+]. (4) Given the product [Na+:34].[C:1]([C:3]1[C:4]([CH2:18][N:19]2[C:28](=[O:29])[C:27]3[C:22](=[CH:23][CH:24]=[CH:25][CH:26]=3)[N:21]=[CH:20]2)=[C:5]([C:14]([O-:16])=[O:15])[S:6][C:7]=1[N:8]1[CH2:13][CH2:12][O:11][CH2:10][CH2:9]1)#[N:2], predict the reactants needed to synthesize it. The reactants are: [C:1]([C:3]1[C:4]([CH2:18][N:19]2[C:28](=[O:29])[C:27]3[C:22](=[CH:23][CH:24]=[CH:25][CH:26]=3)[N:21]=[CH:20]2)=[C:5]([C:14]([O:16]C)=[O:15])[S:6][C:7]=1[N:8]1[CH2:13][CH2:12][O:11][CH2:10][CH2:9]1)#[N:2].O.CO.[OH-].[Na+:34]. (5) Given the product [Cl:16][C:14]1[CH:13]=[CH:12][C:11]([C:2]2[CH:8]=[CH:7][C:5]([NH2:6])=[CH:4][CH:3]=2)=[C:10]([CH3:9])[CH:15]=1, predict the reactants needed to synthesize it. The reactants are: I[C:2]1[CH:8]=[CH:7][C:5]([NH2:6])=[CH:4][CH:3]=1.[CH3:9][C:10]1[CH:15]=[C:14]([Cl:16])[CH:13]=[CH:12][C:11]=1B(O)O.C([O-])([O-])=O.[Na+].[Na+]. (6) Given the product [CH2:29]([NH:1][CH:2]([CH2:22][C:23]1[CH:24]=[CH:25][CH:26]=[CH:27][CH:28]=1)[CH2:3][N:4]1[C:13]2[C:8]([C:9](=[O:15])[NH:10][C:11](=[O:14])[N:12]=2)=[N:7][C:6]2[CH:16]=[C:17]([CH3:21])[C:18]([CH3:20])=[CH:19][C:5]1=2)[C:30]1[CH:35]=[CH:34][CH:33]=[CH:32][CH:31]=1, predict the reactants needed to synthesize it. The reactants are: [NH2:1][CH:2]([CH2:22][C:23]1[CH:28]=[CH:27][CH:26]=[CH:25][CH:24]=1)[CH2:3][N:4]1[C:13]2[C:8]([C:9](=[O:15])[NH:10][C:11](=[O:14])[N:12]=2)=[N:7][C:6]2[CH:16]=[C:17]([CH3:21])[C:18]([CH3:20])=[CH:19][C:5]1=2.[CH:29](=O)[C:30]1[CH:35]=[CH:34][CH:33]=[CH:32][CH:31]=1.[BH3-]C#N.[Na+]. (7) Given the product [NH2:13][C:12]1[CH:11]=[C:10]2[C:5]([CH2:6][CH2:7][C:8]3[N:9]2[C:16]([C:24]2[S:25][CH:26]=[CH:27][CH:28]=2)=[N:17][C:18]=3[C:19]([O:21][CH2:22][CH3:23])=[O:20])=[CH:4][C:3]=1[O:2][CH3:1], predict the reactants needed to synthesize it. The reactants are: [CH3:1][O:2][C:3]1[CH:4]=[C:5]2[C:10](=[CH:11][C:12]=1[N+:13]([O-])=O)[N:9]1[C:16]([C:24]3[S:25][CH:26]=[CH:27][CH:28]=3)=[N:17][C:18]([C:19]([O:21][CH2:22][CH3:23])=[O:20])=[C:8]1[CH2:7][CH2:6]2. (8) Given the product [CH3:27][P:28](=[O:29])([OH:32])[O:20][C:17]1[CH:18]=[CH:19][C:14]2[C:13]3[C:12]([O:21][CH3:22])=[C:11]([O:23][CH3:24])[C:10]([O:25][CH3:26])=[CH:9][C:8]=3[CH2:7][CH2:6][C@H:5]([NH:4][C:2](=[O:3])[CH3:1])[C:15]=2[CH:16]=1, predict the reactants needed to synthesize it. The reactants are: [CH3:1][C:2]([NH:4][CH:5]1[C:15]2[CH:16]=[C:17]([OH:20])[CH:18]=[CH:19][C:14]=2[C:13]2[C:8](=[CH:9][C:10]([O:25][CH3:26])=[C:11]([O:23][CH3:24])[C:12]=2[O:21][CH3:22])[CH2:7][CH2:6]1)=[O:3].[CH3:27][P:28](Cl)(Cl)=[O:29].[OH2:32]. (9) Given the product [C:34]([CH2:35][CH2:36][N:24]1[CH2:23][CH2:22][C:21]2[C:26](=[CH:27][C:18]([NH:17][C:16]([C:12]3[CH:11]=[C:10]([CH:15]=[CH:14][CH:13]=3)[CH2:9][NH:8][C:6](=[O:7])[C:5]3[CH:29]=[CH:30][C:31]([O:32][CH3:33])=[C:3]([O:2][CH3:1])[CH:4]=3)=[O:28])=[CH:19][CH:20]=2)[CH2:25]1)#[N:37], predict the reactants needed to synthesize it. The reactants are: [CH3:1][O:2][C:3]1[CH:4]=[C:5]([CH:29]=[CH:30][C:31]=1[O:32][CH3:33])[C:6]([NH:8][CH2:9][C:10]1[CH:15]=[CH:14][CH:13]=[C:12]([C:16](=[O:28])[NH:17][C:18]2[CH:27]=[C:26]3[C:21]([CH2:22][CH2:23][NH:24][CH2:25]3)=[CH:20][CH:19]=2)[CH:11]=1)=[O:7].[C:34](#[N:37])[CH:35]=[CH2:36].